Dataset: Forward reaction prediction with 1.9M reactions from USPTO patents (1976-2016). Task: Predict the product of the given reaction. (1) Given the reactants O1CCCC1.[CH3:6][CH2:7][C:8]([C:10]1[CH:15]=[CH:14][C:13]([O:16][CH2:17][C:18]2[CH:23]=[CH:22][CH:21]=[CH:20][CH:19]=2)=[CH:12][CH:11]=1)=[O:9].[Br:24]Br.C(=O)([O-])O.[Na+], predict the reaction product. The product is: [CH2:17]([O:16][C:13]1[CH:14]=[CH:15][C:10]([C:8](=[O:9])[CH:7]([Br:24])[CH3:6])=[CH:11][CH:12]=1)[C:18]1[CH:23]=[CH:22][CH:21]=[CH:20][CH:19]=1. (2) Given the reactants Br[C:2]1[CH:11]=[CH:10][CH:9]=[C:8]2[C:3]=1[CH2:4][CH2:5][N:6]1[C:16](=[O:17])[CH2:15][N:14]=[C:13]([N:18]3[CH:22]=[C:21]([CH2:23][O:24][CH3:25])[N:20]=[CH:19]3)[CH:12]=[C:7]12.CO[C:28]1C=CC=C(OC)[C:33]=1[C:34]1C=CC=CC=1P(C1CCCCC1)C1CCCCC1.C1(B(O)O)CC1.[O-]P([O-])([O-])=O.[K+].[K+].[K+], predict the reaction product. The product is: [CH:34]1([C:2]2[CH:11]=[CH:10][CH:9]=[C:8]3[C:3]=2[CH2:4][CH2:5][N:6]2[C:16](=[O:17])[CH2:15][N:14]=[C:13]([N:18]4[CH:22]=[C:21]([CH2:23][O:24][CH3:25])[N:20]=[CH:19]4)[CH:12]=[C:7]23)[CH2:33][CH2:28]1. (3) The product is: [NH2:22][C:4]1[NH:3][C:2]([CH3:1])=[C:6]([C:7]2[CH:12]=[CH:11][N:10]=[C:9]([NH:13][C:14]3[CH:19]=[CH:18][C:17]([F:20])=[CH:16][CH:15]=3)[N:8]=2)[C:5]=1[CH3:21]. Given the reactants [CH3:1][C:2]1[NH:3][C:4]([N+:22]([O-])=O)=[C:5]([CH3:21])[C:6]=1[C:7]1[CH:12]=[CH:11][N:10]=[C:9]([NH:13][C:14]2[CH:19]=[CH:18][C:17]([F:20])=[CH:16][CH:15]=2)[N:8]=1.O.NN, predict the reaction product.